Task: Predict the reaction yield, written as a fraction of the theoretical maximum amount of product (1.0 means a 100% yield; for example, 0.34 means a 34% yield).. Dataset: Reaction yield outcomes from USPTO patents with 853,638 reactions (1) The yield is 0.460. The reactants are Br[C:2]1[CH:3]=[CH:4][C:5]2[N:6]([CH2:15][CH2:16][CH3:17])[C:7]3[C:12]([C:13]=2[CH:14]=1)=[CH:11][CH:10]=[CH:9][CH:8]=3.[S:18]1[CH:22]=[CH:21][CH:20]=[C:19]1B(O)O.C(=O)([O-])[O-].[K+].[K+]. The product is [CH2:15]([N:6]1[C:5]2[CH:4]=[CH:3][C:2]([C:19]3[S:18][CH:22]=[CH:21][CH:20]=3)=[CH:14][C:13]=2[C:12]2[C:7]1=[CH:8][CH:9]=[CH:10][CH:11]=2)[CH2:16][CH3:17]. The catalyst is O1CCOCC1.C1C=CC(P(C2C=CC=CC=2)[C-]2C=CC=C2)=CC=1.C1C=CC(P(C2C=CC=CC=2)[C-]2C=CC=C2)=CC=1.Cl[Pd]Cl.[Fe+2]. (2) The reactants are Br[C:2]1[C:3]([Cl:9])=[N:4][C:5]([Cl:8])=[N:6][CH:7]=1.[CH:10](=[O:17])[C:11]1[CH:16]=[CH:15][CH:14]=[CH:13][CH:12]=1. No catalyst specified. The product is [Cl:8][C:5]1[N:4]=[C:3]([Cl:9])[C:2]([CH:10]([C:11]2[CH:16]=[CH:15][CH:14]=[CH:13][CH:12]=2)[OH:17])=[CH:7][N:6]=1. The yield is 0.790. (3) The reactants are C(N(CC)CC)C.[CH:8]([N:11]=[C:12]=[O:13])([CH3:10])[CH3:9].[CH3:14][C:15]1[NH:19][N:18]=[C:17]([O:20][C:21]2[CH:26]=[CH:25][CH:24]=[C:23]([C:27]([F:30])([F:29])[F:28])[CH:22]=2)[CH:16]=1.Cl. The catalyst is C(OCC)(=O)C. The product is [CH:8]([NH:11][C:12]([N:19]1[C:15]([CH3:14])=[CH:16][C:17]([O:20][C:21]2[CH:26]=[CH:25][CH:24]=[C:23]([C:27]([F:28])([F:29])[F:30])[CH:22]=2)=[N:18]1)=[O:13])([CH3:10])[CH3:9]. The yield is 0.306. (4) The yield is 0.930. The catalyst is CN(C=O)C.C1C=CC(P(C2C=CC=CC=2)[C-]2C=CC=C2)=CC=1.C1C=CC(P(C2C=CC=CC=2)[C-]2C=CC=C2)=CC=1.Cl[Pd]Cl.[Fe+2]. The product is [F:1][C:2]1[CH:3]=[CH:4][C:5]([C:8]2[O:9][C:10]3[CH:20]=[C:19]([N:21]([CH3:26])[S:22]([CH3:25])(=[O:23])=[O:24])[C:18]([C:27]4[CH:32]=[CH:31][CH:30]=[C:29]([C:43]5[CH:44]=[C:45]6[C:50](=[CH:51][CH:52]=5)[CH:49]=[N:48][CH:47]=[CH:46]6)[CH:28]=4)=[CH:17][C:11]=3[C:12]=2[C:13]([NH:15][CH3:16])=[O:14])=[CH:6][CH:7]=1. The reactants are [F:1][C:2]1[CH:7]=[CH:6][C:5]([C:8]2[O:9][C:10]3[CH:20]=[C:19]([N:21]([CH3:26])[S:22]([CH3:25])(=[O:24])=[O:23])[C:18]([C:27]4[CH:32]=[CH:31][CH:30]=[C:29](B5OC(C)(C)C(C)(C)O5)[CH:28]=4)=[CH:17][C:11]=3[C:12]=2[C:13]([NH:15][CH3:16])=[O:14])=[CH:4][CH:3]=1.Br[C:43]1[CH:44]=[C:45]2[C:50](=[CH:51][CH:52]=1)[CH:49]=[N:48][CH:47]=[CH:46]2.[O-]P([O-])([O-])=O.[K+].[K+].[K+].